From a dataset of NCI-60 drug combinations with 297,098 pairs across 59 cell lines. Regression. Given two drug SMILES strings and cell line genomic features, predict the synergy score measuring deviation from expected non-interaction effect. Drug 1: C1CC(C1)(C(=O)O)C(=O)O.[NH2-].[NH2-].[Pt+2]. Drug 2: N.N.Cl[Pt+2]Cl. Cell line: T-47D. Synergy scores: CSS=28.6, Synergy_ZIP=1.06, Synergy_Bliss=5.71, Synergy_Loewe=2.72, Synergy_HSA=6.60.